This data is from Reaction yield outcomes from USPTO patents with 853,638 reactions. The task is: Predict the reaction yield, written as a fraction of the theoretical maximum amount of product (1.0 means a 100% yield; for example, 0.34 means a 34% yield). (1) The reactants are C([Mg]Br)C.[I:5][C:6]1[N:7]=[C:8]2[C:14]3[CH:15]=[CH:16][C:17]([C:19]([O:21][CH3:22])=[O:20])=[CH:18][C:13]=3[O:12][CH2:11][CH2:10][N:9]2[C:23]=1I.[NH4+].[Cl-]. The catalyst is C(OCC)C.C1COCC1. The product is [I:5][C:6]1[N:7]=[C:8]2[C:14]3[CH:15]=[CH:16][C:17]([C:19]([O:21][CH3:22])=[O:20])=[CH:18][C:13]=3[O:12][CH2:11][CH2:10][N:9]2[CH:23]=1. The yield is 0.800. (2) The reactants are [CH3:1][N:2]([CH3:19])[C:3]([C@@H:5]1[CH2:10][O:9][CH2:8][C:7](=O)[N:6]1[CH2:12][C:13]1[CH:18]=[CH:17][CH:16]=[CH:15][CH:14]=1)=O.[H-].[H-].[H-].[H-].[Li+].[Al+3].O.[OH-].[Na+]. The catalyst is C1COCC1. The product is [CH3:1][N:2]([CH3:19])[CH2:3][C@@H:5]1[CH2:10][O:9][CH2:8][CH2:7][N:6]1[CH2:12][C:13]1[CH:18]=[CH:17][CH:16]=[CH:15][CH:14]=1. The yield is 0.410. (3) The reactants are Cl[C:2]1[CH:7]=[C:6]([NH:8][C:9]2[CH:18]=[CH:17][CH:16]=[CH:15][C:10]=2[C:11]([NH:13][CH3:14])=[O:12])[C:5]([Cl:19])=[CH:4][N:3]=1.[CH3:20][N:21]1[C:25]([CH3:26])=[C:24]([NH2:27])[CH:23]=[N:22]1.C1C=CC(P(C2C(C3C(P(C4C=CC=CC=4)C4C=CC=CC=4)=CC=C4C=3C=CC=C4)=C3C(C=CC=C3)=CC=2)C2C=CC=CC=2)=CC=1.C(=O)([O-])[O-].[Cs+].[Cs+]. The catalyst is O1CCOCC1.C([O-])(=O)C.[Pd+2].C([O-])(=O)C. The product is [Cl:19][C:5]1[C:6]([NH:8][C:9]2[CH:18]=[CH:17][CH:16]=[CH:15][C:10]=2[C:11]([NH:13][CH3:14])=[O:12])=[CH:7][C:2]([NH:27][C:24]2[CH:23]=[N:22][N:21]([CH3:20])[C:25]=2[CH3:26])=[N:3][CH:4]=1. The yield is 0.114. (4) The reactants are [CH3:1][O:2][C:3]1[CH:8]=[CH:7][C:6]([C:9]([NH:24][C:25]2[O:26][C:27]([CH3:43])([CH3:42])[C:28]([F:41])([F:40])[C@:29]([C:32]3[CH:37]=[C:36](Br)[CH:35]=[CH:34][C:33]=3[F:39])([CH3:31])[N:30]=2)([C:16]2[CH:21]=[CH:20][C:19]([O:22][CH3:23])=[CH:18][CH:17]=2)[C:10]2[CH:15]=[CH:14][CH:13]=[CH:12][CH:11]=2)=[CH:5][CH:4]=1.[Cl:44][C:45]1[CH:51]=[CH:50][CH:49]=[CH:48][C:46]=1[NH2:47]. No catalyst specified. The product is [CH3:1][O:2][C:3]1[CH:8]=[CH:7][C:6]([C:9]([NH:24][C:25]2[O:26][C:27]([CH3:43])([CH3:42])[C:28]([F:41])([F:40])[C@:29]([C:32]3[CH:37]=[C:36]([NH:47][C:46]4[CH:48]=[CH:49][CH:50]=[CH:51][C:45]=4[Cl:44])[CH:35]=[CH:34][C:33]=3[F:39])([CH3:31])[N:30]=2)([C:16]2[CH:21]=[CH:20][C:19]([O:22][CH3:23])=[CH:18][CH:17]=2)[C:10]2[CH:15]=[CH:14][CH:13]=[CH:12][CH:11]=2)=[CH:5][CH:4]=1. The yield is 0.610. (5) The reactants are [NH2:1][C:2]1[C:11]([C:12]([NH:14][C:15]2[CH:20]=[CH:19][N:18]=[CH:17][C:16]=2[N:21]2[CH2:26][CH2:25][CH:24]([C:27]([O:29]C(C)(C)C)=[O:28])[CH2:23][CH2:22]2)=[O:13])=[C:5]2[N:6]=[CH:7][C:8]([F:10])=[CH:9][N:4]2[N:3]=1.C(O)(C(F)(F)F)=O. The catalyst is C(Cl)Cl. The product is [NH2:1][C:2]1[C:11]([C:12]([NH:14][C:15]2[CH:20]=[CH:19][N:18]=[CH:17][C:16]=2[N:21]2[CH2:22][CH2:23][CH:24]([C:27]([OH:29])=[O:28])[CH2:25][CH2:26]2)=[O:13])=[C:5]2[N:6]=[CH:7][C:8]([F:10])=[CH:9][N:4]2[N:3]=1. The yield is 0.980. (6) The reactants are [C:1]([N:6]1[CH2:11][CH2:10][N:9]([C:12]([C:14]2[CH:15]=[C:16]([CH:19]=[CH:20][CH:21]=2)[CH:17]=O)=[O:13])[CH2:8][CH2:7]1)(=[O:5])[CH:2]([CH3:4])[CH3:3].[N:22]1[CH:27]=[CH:26][C:25](/[CH:28]=[N:29]/[C:30]2[CH:38]=[CH:37][CH:36]=C3C=2COC3=O)=[CH:24][CH:23]=1.[CH3:40][O-:41].[Na+].CO.[C:45]([O:49][CH2:50]C)(=[O:48])[CH2:46][CH3:47]. No catalyst specified. The product is [C:1]([N:6]1[CH2:11][CH2:10][N:9]([C:12]([C:14]2[CH:15]=[C:16]([CH:17]3[C:40](=[O:41])[C:47]4[C:46]([C:45]([O:49][CH3:50])=[O:48])=[CH:36][CH:37]=[CH:38][C:30]=4[NH:29][CH:28]3[C:25]3[CH:24]=[CH:23][N:22]=[CH:27][CH:26]=3)[CH:19]=[CH:20][CH:21]=2)=[O:13])[CH2:8][CH2:7]1)(=[O:5])[CH:2]([CH3:4])[CH3:3]. The yield is 0.260. (7) The reactants are [N:1]([CH2:4][CH2:5][C:6]([F:24])([F:23])[C:7]([F:22])([F:21])[C:8]([F:20])([F:19])[C:9]([F:18])([F:17])[C:10]([F:16])([F:15])[C:11]([F:14])([F:13])[F:12])=[N+:2]=[N-:3].[CH2:25]([OH:28])[C:26]#[CH:27]. The catalyst is CO.[Cu]. The product is [F:24][C:6]([F:23])([C:7]([F:21])([F:22])[C:8]([F:19])([F:20])[C:9]([F:17])([F:18])[C:10]([F:15])([F:16])[C:11]([F:13])([F:12])[F:14])[CH2:5][CH2:4][N:1]1[CH:27]=[C:26]([CH2:25][OH:28])[N:3]=[N:2]1. The yield is 0.860. (8) The reactants are [NH2:1][C:2]1[C:3]([O:14][C:15]2[CH:16]=[C:17]([CH:25]=[CH:26][CH:27]=2)[O:18][CH2:19][CH2:20][CH2:21][C:22]([OH:24])=[O:23])=[CH:4][C:5]2[N:9]([CH3:10])[C:8](=[O:11])[N:7]([CH3:12])[C:6]=2[CH:13]=1.N1C=CC=CC=1.[CH3:34][N:35]1[CH:39]=[C:38]([S:40](Cl)(=[O:42])=[O:41])[N:37]=[CH:36]1. The catalyst is C(Cl)Cl. The product is [CH3:12][N:7]1[C:6]2[CH:13]=[C:2]([NH:1][S:40]([C:38]3[N:37]=[CH:36][N:35]([CH3:34])[CH:39]=3)(=[O:42])=[O:41])[C:3]([O:14][C:15]3[CH:16]=[C:17]([CH:25]=[CH:26][CH:27]=3)[O:18][CH2:19][CH2:20][CH2:21][C:22]([OH:24])=[O:23])=[CH:4][C:5]=2[N:9]([CH3:10])[C:8]1=[O:11]. The yield is 0.490.